From a dataset of Catalyst prediction with 721,799 reactions and 888 catalyst types from USPTO. Predict which catalyst facilitates the given reaction. (1) Product: [CH3:1][C:2]1[C:6]([C:7]2[O:8][C:9]3[CH:15]=[CH:14][C:13]([CH2:16][C:17]([NH:53][CH:52]([C:54]4[CH:59]=[CH:58][CH:57]=[CH:56][CH:55]=4)[C:49]4[CH:50]=[CH:51][C:46]([CH3:45])=[CH:47][CH:48]=4)=[O:19])=[CH:12][C:10]=3[CH:11]=2)=[C:5]([CH3:20])[O:4][N:3]=1. Reactant: [CH3:1][C:2]1[C:6]([C:7]2[O:8][C:9]3[CH:15]=[CH:14][C:13]([CH2:16][C:17]([OH:19])=O)=[CH:12][C:10]=3[CH:11]=2)=[C:5]([CH3:20])[O:4][N:3]=1.CN(C(ON1N=NC2C=CC=NC1=2)=[N+](C)C)C.F[P-](F)(F)(F)(F)F.[CH3:45][C:46]1[CH:51]=[CH:50][C:49]([CH:52]([C:54]2[CH:59]=[CH:58][CH:57]=[CH:56][CH:55]=2)[NH2:53])=[CH:48][CH:47]=1.CN1CCOCC1. The catalyst class is: 31. (2) Reactant: [F:1][C:2]([F:23])([F:22])[C:3]1[CH:21]=[CH:20][C:6]([CH2:7][O:8][N:9]2C(=O)C3C(=CC=CC=3)C2=O)=[CH:5][CH:4]=1.O.NN. Product: [F:1][C:2]([F:22])([F:23])[C:3]1[CH:21]=[CH:20][C:6]([CH2:7][O:8][NH2:9])=[CH:5][CH:4]=1. The catalyst class is: 8. (3) Reactant: Br.[CH3:2][O:3][C:4]1[CH:9]=[CH:8][CH:7]=[CH:6][C:5]=1[C:10]1[N:18]2[C:13]([S:14][CH2:15][C:16]([C:19]3[CH:24]=[CH:23][C:22]([OH:25])=[CH:21][CH:20]=3)=[N:17]2)=[N:12][N:11]=1.I[CH2:27][CH2:28][OH:29].C(=O)([O-])[O-].[K+].[K+]. Product: [OH:29][CH2:28][CH2:27][O:25][C:22]1[CH:23]=[CH:24][C:19]([C:16]2[CH2:15][S:14][C:13]3=[N:12][N:11]=[C:10]([C:5]4[CH:6]=[CH:7][CH:8]=[CH:9][C:4]=4[O:3][CH3:2])[N:18]3[N:17]=2)=[CH:20][CH:21]=1. The catalyst class is: 21.